Dataset: Full USPTO retrosynthesis dataset with 1.9M reactions from patents (1976-2016). Task: Predict the reactants needed to synthesize the given product. (1) Given the product [CH:1]1([C:4]#[C:5][C:6]2([C:24]([F:26])([F:27])[F:25])[O:11][C:10](=[O:12])[NH:9][C:8]3[CH:13]=[CH:14][C:15]([OH:17])=[CH:16][C:7]2=3)[CH2:3][CH2:2]1, predict the reactants needed to synthesize it. The reactants are: [CH:1]1([C:4]#[C:5][C:6]2([C:24]([F:27])([F:26])[F:25])[O:11][C:10](=[O:12])[NH:9][C:8]3[CH:13]=[CH:14][C:15]([O:17]COCCOC)=[CH:16][C:7]2=3)[CH2:3][CH2:2]1.FC(F)(F)C(O)=O. (2) Given the product [CH3:1][O:2][C:3]([NH:5][C@@H:6]([C@H:7]([CH3:8])[CH2:9][CH3:10])[C:11]([N:13]1[CH2:17][C@@H:16]([CH3:18])[CH2:15][C@H:14]1[C:19]1[NH:20][C:21]([C:24]2[CH:29]=[C:28]3[CH2:30][O:31][C:34]4[CH:35]=[C:58]5[C:59]([CH:36]=[CH:37][C:38]6[N:42]=[C:41]([C@@H:43]7[CH2:47][C@H:46]([CH2:48][O:49][CH3:50])[CH2:45][N:44]7[C:51](=[O:52])[C@@H:65]([NH:64][C:62](=[O:63])[O:61][CH3:60])[CH:69]([CH3:71])[CH3:70])[NH:40][C:39]=65)=[CH:32][C:33]=4[C:27]3=[CH:26][CH:25]=2)=[CH:22][N:23]=1)=[O:12])=[O:4], predict the reactants needed to synthesize it. The reactants are: [CH3:1][O:2][C:3]([NH:5][C@H:6]([C:11]([N:13]1[CH2:17][C@@H:16]([CH3:18])[CH2:15][C@H:14]1[C:19]1[NH:20][C:21]([C:24]2[CH:29]=[C:28]3[CH2:30][O:31][C:32]4[CH:59]=[C:58]5[C:35]([CH:36]=[CH:37][C:38]6[N:42]=[C:41]([C@@H:43]7[CH2:47][C@H:46]([CH2:48][O:49][CH3:50])[CH2:45][N:44]7[C:51](OC(C)(C)C)=[O:52])[NH:40][C:39]=65)=[CH:34][C:33]=4[C:27]3=[CH:26][CH:25]=2)=[CH:22][N:23]=1)=[O:12])[C@@H:7]([CH2:9][CH3:10])[CH3:8])=[O:4].[CH3:60][O:61][C:62]([NH:64][C@@H:65]([CH:69]([CH3:71])[CH3:70])C(O)=O)=[O:63].CN(C(ON1N=NC2C=CC=NC1=2)=[N+](C)C)C.F[P-](F)(F)(F)(F)F.CN1CCOCC1. (3) Given the product [CH3:17][CH:16]([CH3:18])[C:15]([N:6]1[C:7]2[C:3](=[C:2]([C:28]3[O:32][CH:31]=[N:30][CH:29]=3)[CH:10]=[C:9]([C:11]([F:14])([F:13])[F:12])[CH:8]=2)[CH2:4][CH2:5]1)=[O:19], predict the reactants needed to synthesize it. The reactants are: Br[C:2]1[CH:10]=[C:9]([C:11]([F:14])([F:13])[F:12])[CH:8]=[C:7]2[C:3]=1[CH2:4][CH2:5][N:6]2[C:15](=[O:19])[CH:16]([CH3:18])[CH3:17].CC1(C)C(C)(C)OB([C:28]2[O:32][C:31]([Si](C(C)C)(C(C)C)C(C)C)=[N:30][CH:29]=2)O1.C(=O)([O-])[O-].[K+].[K+].COCCOC. (4) Given the product [CH3:26][N:27]1[CH2:32][CH2:31][N:30]([C:33]2[C:38]([CH:39]=[C:9]3[CH2:14][CH2:13][CH2:12][NH:11][C:10]3=[O:15])=[N:37][CH:36]=[CH:35][N:34]=2)[CH2:29][CH2:28]1, predict the reactants needed to synthesize it. The reactants are: C(OP([CH:9]1[CH2:14][CH2:13][CH2:12][NH:11][C:10]1=[O:15])(=O)OCC)C.C[Si]([N-][Si](C)(C)C)(C)C.[Na+].[CH3:26][N:27]1[CH2:32][CH2:31][N:30]([C:33]2[C:38]([CH:39]=O)=[N:37][CH:36]=[CH:35][N:34]=2)[CH2:29][CH2:28]1.CO.